Dataset: Forward reaction prediction with 1.9M reactions from USPTO patents (1976-2016). Task: Predict the product of the given reaction. Given the reactants ClC1C=CC(C2N(CC(O)C(F)(F)F)C(=O)N(CC3C=CC(C(O)=O)=CC=3)N=2)=CC=1.[Cl:31][C:32]1[CH:37]=[CH:36][C:35]([C:38]2[N:42]([CH2:43][CH:44]([OH:49])[C:45]([F:48])([F:47])[F:46])[C:41](=[O:50])[N:40]([CH2:51][C:52]3[CH:53]=[C:54]([CH:59]=[CH:60][CH:61]=3)[C:55]([O:57]C)=[O:56])[N:39]=2)=[CH:34][CH:33]=1, predict the reaction product. The product is: [Cl:31][C:32]1[CH:33]=[CH:34][C:35]([C:38]2[N:42]([CH2:43][CH:44]([OH:49])[C:45]([F:47])([F:46])[F:48])[C:41](=[O:50])[N:40]([CH2:51][C:52]3[CH:53]=[C:54]([CH:59]=[CH:60][CH:61]=3)[C:55]([OH:57])=[O:56])[N:39]=2)=[CH:36][CH:37]=1.